Task: Predict the reactants needed to synthesize the given product.. Dataset: Full USPTO retrosynthesis dataset with 1.9M reactions from patents (1976-2016) (1) Given the product [C:1]([C:3]1[CH:4]=[CH:5][C:6]2[N:10]=[C:9]([CH2:11][NH:12][C:13]3[CH:18]=[CH:17][CH:16]=[CH:15][C:14]=3/[CH:19]=[CH:20]/[C:21]([OH:23])=[O:22])[NH:8][C:7]=2[CH:25]=1)#[N:2], predict the reactants needed to synthesize it. The reactants are: [C:1]([C:3]1[CH:4]=[CH:5][C:6]2[N:10]=[C:9]([CH2:11][NH:12][C:13]3[CH:18]=[CH:17][CH:16]=[CH:15][C:14]=3/[CH:19]=[CH:20]/[C:21]([O:23]C)=[O:22])[NH:8][C:7]=2[CH:25]=1)#[N:2].[Li+].[OH-].Cl. (2) The reactants are: [NH2:1][CH2:2][C:3]([NH:5][CH2:6][C:7]1[CH:8]=[C:9]([CH:49]=[CH:50][CH:51]=1)[CH2:10][N:11]1[C:16]([CH3:17])=[CH:15][C:14]([O:18][CH2:19][C:20]2[CH:46]=[CH:45][CH:44]=[CH:43][C:21]=2[CH2:22][NH:23][C:24]([NH:26][C:27]2[N:31]([C:32]3[CH:37]=[CH:36][CH:35]=[C:34]([OH:38])[CH:33]=3)[N:30]=[C:29]([C:39]([CH3:42])([CH3:41])[CH3:40])[CH:28]=2)=[O:25])=[C:13]([Cl:47])[C:12]1=[O:48])=[O:4].NC1N(C2[CH:59]=[C:60]([OH:64])C=CC=2)N=C(C(C)(C)C)C=1.C(C1C=C(N)N(C2C=CC=C(OCCOC3CCCCO3)C=2)N=1)(C)(C)C. Given the product [NH2:1][CH2:2][C:3]([NH:5][CH2:6][C:7]1[CH:8]=[C:9]([CH:49]=[CH:50][CH:51]=1)[CH2:10][N:11]1[C:16]([CH3:17])=[CH:15][C:14]([O:18][CH2:19][C:20]2[CH:46]=[CH:45][CH:44]=[CH:43][C:21]=2[CH2:22][NH:23][C:24]([NH:26][C:27]2[N:31]([C:32]3[CH:37]=[CH:36][CH:35]=[C:34]([O:38][CH2:59][CH2:60][OH:64])[CH:33]=3)[N:30]=[C:29]([C:39]([CH3:42])([CH3:41])[CH3:40])[CH:28]=2)=[O:25])=[C:13]([Cl:47])[C:12]1=[O:48])=[O:4], predict the reactants needed to synthesize it. (3) The reactants are: [Cl:1][C:2]1[CH:3]=[C:4]([C:9](=[O:14])[C:10]([F:13])([F:12])[F:11])[CH:5]=[C:6]([Cl:8])[CH:7]=1.[BH4-].[Na+].[OH-].[Na+].[NH4+].[Cl-]. Given the product [Cl:1][C:2]1[CH:3]=[C:4]([CH:9]([OH:14])[C:10]([F:11])([F:12])[F:13])[CH:5]=[C:6]([Cl:8])[CH:7]=1, predict the reactants needed to synthesize it.